Dataset: Peptide-MHC class II binding affinity with 134,281 pairs from IEDB. Task: Regression. Given a peptide amino acid sequence and an MHC pseudo amino acid sequence, predict their binding affinity value. This is MHC class II binding data. (1) The peptide sequence is AAATAGTTHYGAFAA. The MHC is HLA-DQA10401-DQB10402 with pseudo-sequence HLA-DQA10401-DQB10402. The binding affinity (normalized) is 0.400. (2) The peptide sequence is ASTGGAYESYKFIPA. The MHC is HLA-DPA10201-DPB10501 with pseudo-sequence HLA-DPA10201-DPB10501. The binding affinity (normalized) is 0.221. (3) The peptide sequence is AVQVTFTVQKGSDPK. The MHC is DRB1_0101 with pseudo-sequence DRB1_0101. The binding affinity (normalized) is 0.526. (4) The peptide sequence is PDYKYLMDEEVPA. The MHC is DRB4_0101 with pseudo-sequence DRB4_0103. The binding affinity (normalized) is 0. (5) The peptide sequence is TVSLPVGADEDDIKA. The MHC is HLA-DQA10501-DQB10201 with pseudo-sequence HLA-DQA10501-DQB10201. The binding affinity (normalized) is 0.456.